The task is: Regression. Given a peptide amino acid sequence and an MHC pseudo amino acid sequence, predict their binding affinity value. This is MHC class I binding data.. This data is from Peptide-MHC class I binding affinity with 185,985 pairs from IEDB/IMGT. The peptide sequence is EVIPYTPAM. The MHC is HLA-B58:01 with pseudo-sequence HLA-B58:01. The binding affinity (normalized) is 0.0847.